The task is: Predict the reactants needed to synthesize the given product.. This data is from Full USPTO retrosynthesis dataset with 1.9M reactions from patents (1976-2016). Given the product [CH2:1]([O:8][C:9]1[CH:15]=[C:14]2[C:12](=[CH:11][C:10]=1[F:16])[NH:13][CH:22]=[C:21]([C:27]#[N:28])[C:20]2=[O:19])[C:2]1[CH:3]=[CH:4][CH:5]=[CH:6][CH:7]=1, predict the reactants needed to synthesize it. The reactants are: [CH2:1]([O:8][C:9]1[CH:15]=[CH:14][C:12]([NH2:13])=[CH:11][C:10]=1[F:16])[C:2]1[CH:7]=[CH:6][CH:5]=[CH:4][CH:3]=1.C([O:19][CH:20]=[C:21]([C:27]#[N:28])[C:22](OCC)=O)C.C1(OC2C=CC=CC=2)C=CC=CC=1.C1(C2C=CC=CC=2)C=CC=CC=1.